This data is from Tyrosyl-DNA phosphodiesterase HTS with 341,365 compounds. The task is: Binary Classification. Given a drug SMILES string, predict its activity (active/inactive) in a high-throughput screening assay against a specified biological target. (1) The compound is S(=O)(=O)(Nc1ccccc1)c1ccc(c2oc(nc2)C2CC2)cc1. The result is 0 (inactive). (2) The molecule is O(c1ccc(n2ncc3c(NCCCn4ccnc4)ncnc23)cc1)C. The result is 0 (inactive). (3) The compound is Brc1c(OCC(=O)N2CCN(CC2)C(=O)c2sccc2)cccc1. The result is 0 (inactive). (4) The result is 0 (inactive). The molecule is S(c1nc(cc(c2ccc(F)cc2)c1C#N)c1ccccc1)CC(=O)NCC(O)=O. (5) The compound is S(CC(=O)Nc1sccn1)c1oc(nn1)CNC(=O)c1ccccc1. The result is 0 (inactive).